This data is from Forward reaction prediction with 1.9M reactions from USPTO patents (1976-2016). The task is: Predict the product of the given reaction. (1) Given the reactants C([Li])CCC.CCCCCC.Br[C:13]1[CH:18]=[CH:17][CH:16]=[C:15]([Br:19])[N:14]=1.C(=O)=O.[CH3:23][C:24]([CH3:26])=[O:25].[Cl-].[NH4+], predict the reaction product. The product is: [Br:19][C:15]1[N:14]=[C:13]([C:24]([OH:25])([CH3:26])[CH3:23])[CH:18]=[CH:17][CH:16]=1. (2) Given the reactants [CH3:1][O:2][C:3]([C:5]1[CH:10]=[CH:9][CH:8]=[CH:7][C:6]=1[N:11]=[C:12]=[O:13])=[O:4].[C:14]([N:21]1[CH2:26][CH2:25][NH:24][CH2:23][CH2:22]1)([O:16][C:17]([CH3:20])([CH3:19])[CH3:18])=[O:15], predict the reaction product. The product is: [C:14]([N:21]1[CH2:22][CH2:23][N:24]([C:12]([NH:11][C:6]2[CH:7]=[CH:8][CH:9]=[CH:10][C:5]=2[C:3]([O:2][CH3:1])=[O:4])=[O:13])[CH2:25][CH2:26]1)([O:16][C:17]([CH3:20])([CH3:19])[CH3:18])=[O:15]. (3) Given the reactants [Br:1]Br.[N+:3]([C:6]1[CH:11]=[C:10]([C:12](=[O:14])[CH3:13])[CH:9]=[CH:8][N:7]=1)([O-:5])=[O:4], predict the reaction product. The product is: [BrH:1].[Br:1][CH2:13][C:12]([C:10]1[CH:9]=[CH:8][N:7]=[C:6]([N+:3]([O-:5])=[O:4])[CH:11]=1)=[O:14]. (4) Given the reactants C([Si](C(C)C)(C(C)C)[O:5][C:6]([C:9]1[O:10][CH:11]=[CH:12][CH:13]=1)=[CH:7][Cl:8])(C)C.C([O-])(O)=O.[Na+].C(Cl)Cl, predict the reaction product. The product is: [Cl:8][CH2:7][C:6]([C:9]1[O:10][CH:11]=[CH:12][CH:13]=1)=[O:5]. (5) The product is: [Br:7][C:8]1[CH:9]=[CH:10][C:2]([C:1]2[O:26][N:25]=[C:20]([CH2:19][CH3:18])[N:4]=2)=[CH:3][CH:16]=1. Given the reactants [C:1](#[N:4])[CH2:2][CH3:3].NO.[Br:7][C:8]1[CH:16]=CC(C(O)=O)=[CH:10][CH:9]=1.C1[CH:18]=[CH:19][C:20]2[N:25]([OH:26])N=NC=2C=1.CCN(C(C)C)C(C)C, predict the reaction product. (6) Given the reactants [Br:1][C:2]1[CH:11]=[CH:10][C:9]([N+:12]([O-])=O)=[C:8]2[C:3]=1[CH2:4][CH2:5][N:6]([CH2:15][CH3:16])[CH2:7]2, predict the reaction product. The product is: [Br:1][C:2]1[CH:11]=[CH:10][C:9]([NH2:12])=[C:8]2[C:3]=1[CH2:4][CH2:5][N:6]([CH2:15][CH3:16])[CH2:7]2.